This data is from NCI-60 drug combinations with 297,098 pairs across 59 cell lines. The task is: Regression. Given two drug SMILES strings and cell line genomic features, predict the synergy score measuring deviation from expected non-interaction effect. Drug 1: CCCCC(=O)OCC(=O)C1(CC(C2=C(C1)C(=C3C(=C2O)C(=O)C4=C(C3=O)C=CC=C4OC)O)OC5CC(C(C(O5)C)O)NC(=O)C(F)(F)F)O. Drug 2: CC12CCC3C(C1CCC2OP(=O)(O)O)CCC4=C3C=CC(=C4)OC(=O)N(CCCl)CCCl.[Na+]. Cell line: HCT116. Synergy scores: CSS=35.3, Synergy_ZIP=-9.36, Synergy_Bliss=-16.4, Synergy_Loewe=-26.2, Synergy_HSA=-12.3.